Dataset: Forward reaction prediction with 1.9M reactions from USPTO patents (1976-2016). Task: Predict the product of the given reaction. Given the reactants Br[CH2:2][C:3]1[CH:8]=[CH:7][C:6]([C:9]2[CH:14]=[CH:13][CH:12]=[CH:11][C:10]=2[C:15]#[N:16])=[CH:5][CH:4]=1.C(=O)([O-])[O-].[K+].[K+].O.Cl.[CH3:25][O:26][C:27](=[O:33])[C@H:28]([CH:30]([CH3:32])[CH3:31])[NH2:29], predict the reaction product. The product is: [CH3:25][O:26][C:27](=[O:33])[C@H:28]([CH:30]([CH3:32])[CH3:31])[NH:29][CH2:2][C:3]1[CH:8]=[CH:7][C:6]([C:9]2[CH:14]=[CH:13][CH:12]=[CH:11][C:10]=2[C:15]#[N:16])=[CH:5][CH:4]=1.